Dataset: Reaction yield outcomes from USPTO patents with 853,638 reactions. Task: Predict the reaction yield, written as a fraction of the theoretical maximum amount of product (1.0 means a 100% yield; for example, 0.34 means a 34% yield). (1) The reactants are Cl[CH2:2][C:3]1[C:4]([S:9][CH:10]2[CH2:14][CH2:13][CH2:12][CH2:11]2)=[N:5][CH:6]=[CH:7][CH:8]=1.C([O:17][C:18](=[O:29])[CH:19]([CH3:28])[CH2:20][C:21]1[CH:26]=[CH:25][C:24]([OH:27])=[CH:23][CH:22]=1)C. No catalyst specified. The product is [CH:10]1([S:9][C:4]2[C:3]([CH2:2][O:27][C:24]3[CH:23]=[CH:22][C:21]([CH2:20][CH:19]([CH3:28])[C:18]([OH:29])=[O:17])=[CH:26][CH:25]=3)=[CH:8][CH:7]=[CH:6][N:5]=2)[CH2:14][CH2:13][CH2:12][CH2:11]1. The yield is 0.400. (2) The reactants are [CH3:1][C:2]1[CH:3]=[C:4]([CH:11]=[O:12])[CH:5]=[C:6]2[C:10]=1[NH:9][N:8]=[CH:7]2.C(N(CC)CC)C.[CH3:20][Si:21]([CH3:29])([CH3:28])[CH2:22][CH2:23][S:24](Cl)(=[O:26])=[O:25]. The catalyst is C(Cl)Cl. The product is [CH3:1][C:2]1[C:10]2[C:6](=[CH:7][N:8]([S:24]([CH2:23][CH2:22][Si:21]([CH3:29])([CH3:28])[CH3:20])(=[O:26])=[O:25])[N:9]=2)[CH:5]=[C:4]([CH:11]=[O:12])[CH:3]=1. The yield is 0.770. (3) The reactants are [CH2:1]([O:8][C:9]([N:11]1[CH2:15][CH:14]([OH:16])[C:13]([CH3:22])([C:17]([O:19][CH2:20][CH3:21])=[O:18])[CH2:12]1)=[O:10])[C:2]1[CH:7]=[CH:6][CH:5]=[CH:4][CH:3]=1.[CH3:23]I.[H-].[Na+]. The catalyst is CN(C)C=O. The product is [CH2:1]([O:8][C:9]([N:11]1[CH2:15][CH:14]([O:16][CH3:23])[C:13]([CH3:22])([C:17]([O:19][CH2:20][CH3:21])=[O:18])[CH2:12]1)=[O:10])[C:2]1[CH:3]=[CH:4][CH:5]=[CH:6][CH:7]=1. The yield is 0.660. (4) The reactants are [N-:1]=[N+:2]=[N-:3].[Na+].Br[C@@H:6]1[CH2:10][N:9]([C:11]([O:13][C:14]([CH3:17])([CH3:16])[CH3:15])=[O:12])[C@H:8]([C:18]([O:20][CH3:21])=[O:19])[CH2:7]1. The catalyst is CN(C)C=O. The product is [N:1]([C@H:6]1[CH2:10][N:9]([C:11]([O:13][C:14]([CH3:17])([CH3:16])[CH3:15])=[O:12])[C@H:8]([C:18]([O:20][CH3:21])=[O:19])[CH2:7]1)=[N+:2]=[N-:3]. The yield is 0.930. (5) The reactants are C[O:2][C:3]([C:5]1[CH:6]=[C:7]2[C:11](=[CH:12][C:13]=1[O:14][CH3:15])[CH2:10][CH2:9][C:8]2=[O:16])=O.[NH3:17].O. No catalyst specified. The product is [CH3:15][O:14][C:13]1[CH:12]=[C:11]2[C:7]([C:8](=[O:16])[CH2:9][CH2:10]2)=[CH:6][C:5]=1[C:3]([NH2:17])=[O:2]. The yield is 0.800. (6) The reactants are [Cl:1][C:2]1[N:10]=[C:9]2[C:5]([NH:6][CH:7]=[N:8]2)=[C:4]([NH2:11])[N:3]=1.C([O-])([O-])=O.[K+].[K+].Cl[CH2:19][C:20]1[CH:27]=[CH:26][C:23]([CH2:24][OH:25])=[CH:22][CH:21]=1.O. The catalyst is CN(C=O)C.CO.C(Cl)(Cl)Cl. The product is [Cl:1][C:2]1[N:10]=[C:9]2[C:5]([N:6]=[CH:7][N:8]2[CH2:19][C:20]2[CH:27]=[CH:26][C:23]([CH2:24][OH:25])=[CH:22][CH:21]=2)=[C:4]([NH2:11])[N:3]=1. The yield is 0.800. (7) The reactants are [CH3:1][C:2]1[C:11]([N+:12]([O-])=O)=[C:10]([NH:15][CH3:16])[CH:9]=[CH:8][C:3]=1[C:4]([O:6][CH3:7])=[O:5].[C:17](O)(=O)C. The catalyst is [Pd].C(OCC)(=O)C. The product is [CH3:17][N:15]1[C:10]2[CH:9]=[CH:8][C:3]([C:4]([O:6][CH3:7])=[O:5])=[C:2]([CH3:1])[C:11]=2[N:12]=[CH:16]1. The yield is 0.950.